Dataset: Forward reaction prediction with 1.9M reactions from USPTO patents (1976-2016). Task: Predict the product of the given reaction. Given the reactants [C:1]1([C:12]2[CH:17]=[CH:16][CH:15]=[CH:14][CH:13]=2)[CH:6]=[CH:5][C:4]([O:7][CH2:8][C:9](Cl)=[O:10])=[CH:3][CH:2]=1.[CH:18]([NH:21][CH2:22][C:23]1[O:27][N:26]=[C:25]([C:28]2[CH:33]=[CH:32][CH:31]=[CH:30][CH:29]=2)[N:24]=1)([CH3:20])[CH3:19].C(N(CC)CC)C, predict the reaction product. The product is: [C:1]1([C:12]2[CH:17]=[CH:16][CH:15]=[CH:14][CH:13]=2)[CH:6]=[CH:5][C:4]([O:7][CH2:8][C:9]([N:21]([CH:18]([CH3:20])[CH3:19])[CH2:22][C:23]2[O:27][N:26]=[C:25]([C:28]3[CH:29]=[CH:30][CH:31]=[CH:32][CH:33]=3)[N:24]=2)=[O:10])=[CH:3][CH:2]=1.